The task is: Predict the reactants needed to synthesize the given product.. This data is from Full USPTO retrosynthesis dataset with 1.9M reactions from patents (1976-2016). (1) The reactants are: [CH3:1][C:2]1[O:6][C:5]([C:7]([NH:9][C:10]([C:13]2[N:19]([CH3:20])[C:17](=[O:18])[C:16]([OH:21])=[C:15]([C:22]([NH:24][CH2:25][C:26]3[CH:27]=[CH:28][C:29]([F:32])=[CH:30][CH:31]=3)=[O:23])[N:14]=2)([CH3:12])[CH3:11])=[O:8])=[N:4][N:3]=1.C(O)(C)C.[C:37]([NH2:41])([CH3:40])([CH3:39])[CH3:38]. Given the product [CH3:1][C:2]1[O:6][C:5]([C:7]([NH:9][C:10]([C:13]2[N:19]([CH3:20])[C:17](=[O:18])[C:16]([OH:21])=[C:15]([C:22]([NH:24][CH2:25][C:26]3[CH:27]=[CH:28][C:29]([F:32])=[CH:30][CH:31]=3)=[O:23])[N:14]=2)([CH3:12])[CH3:11])=[O:8])=[N:4][N:3]=1.[C:37]([NH2:41])([CH3:40])([CH3:39])[CH3:38], predict the reactants needed to synthesize it. (2) Given the product [F:25][C:12]1[CH:13]=[C:14]([O:17][C:18]2[CH:23]=[CH:22][N:21]=[C:20]([NH:24][C:35]([N:52]3[CH2:53][CH2:54][CH:49]([N:44]4[CH2:48][CH2:47][CH2:46][CH2:45]4)[CH2:50][CH2:51]3)=[O:36])[CH:19]=2)[CH:15]=[CH:16][C:11]=1[NH:10][C:9](=[O:26])[O:8][CH2:1][C:2]1[CH:3]=[CH:4][CH:5]=[CH:6][CH:7]=1, predict the reactants needed to synthesize it. The reactants are: [CH2:1]([O:8][C:9](=[O:26])[NH:10][C:11]1[CH:16]=[CH:15][C:14]([O:17][C:18]2[CH:23]=[CH:22][N:21]=[C:20]([NH2:24])[CH:19]=2)=[CH:13][C:12]=1[F:25])[C:2]1[CH:7]=[CH:6][CH:5]=[CH:4][CH:3]=1.C(N(CC)CC)C.Cl[C:35](OC1C=CC=CC=1)=[O:36].[N:44]1([CH:49]2[CH2:54][CH2:53][NH:52][CH2:51][CH2:50]2)[CH2:48][CH2:47][CH2:46][CH2:45]1. (3) Given the product [ClH:1].[NH:17]1[CH2:18][CH2:19][C@H:16]1[C:7]1[N:8]([CH2:12][CH:13]([F:15])[F:14])[C:9](=[O:11])[C:10]2=[C:2]([Cl:1])[CH:3]=[CH:4][N:5]2[N:6]=1, predict the reactants needed to synthesize it. The reactants are: [Cl:1][C:2]1[CH:3]=[CH:4][N:5]2[C:10]=1[C:9](=[O:11])[N:8]([CH2:12][CH:13]([F:15])[F:14])[C:7]([C@@H:16]1[CH2:19][CH2:18][N:17]1C(OC(C)(C)C)=O)=[N:6]2.Cl. (4) Given the product [Cl:8][C:6]1[CH:5]=[C:4]([C:9]2([C:14]([F:17])([F:16])[F:15])[CH2:13][CH2:12][N:11]([C:19]3[CH:26]=[CH:25][C:22]([C:23]#[N:24])=[CH:21][CH:20]=3)[CH2:10]2)[CH:3]=[C:2]([Cl:1])[CH:7]=1, predict the reactants needed to synthesize it. The reactants are: [Cl:1][C:2]1[CH:3]=[C:4]([C:9]2([C:14]([F:17])([F:16])[F:15])[CH2:13][CH2:12][NH:11][CH2:10]2)[CH:5]=[C:6]([Cl:8])[CH:7]=1.F[C:19]1[CH:26]=[CH:25][C:22]([C:23]#[N:24])=[CH:21][CH:20]=1.C(=O)([O-])[O-].[K+].[K+]. (5) Given the product [CH3:29][N:28]1[C:23]([CH3:22])=[C:24]([CH:36]=[N:1][CH2:2][CH2:3][CH2:4][NH:5][C:6]2[C:15]3[C:10](=[CH:11][CH:12]=[CH:13][CH:14]=3)[C:9](=[O:16])[NH:8][N:7]=2)[C:25](=[O:26])[N:27]1[C:30]1[CH:35]=[CH:34][CH:33]=[CH:32][CH:31]=1, predict the reactants needed to synthesize it. The reactants are: [NH2:1][CH2:2][CH2:3][CH2:4][NH:5][C:6]1[C:15]2[C:10](=[CH:11][CH:12]=[CH:13][CH:14]=2)[C:9](=[O:16])[NH:8][N:7]=1.CN(C=O)C.[CH3:22][C:23]1[N:28]([CH3:29])[N:27]([C:30]2[CH:35]=[CH:34][CH:33]=[CH:32][CH:31]=2)[C:25](=[O:26])[C:24]=1[CH:36]=O.